Dataset: Full USPTO retrosynthesis dataset with 1.9M reactions from patents (1976-2016). Task: Predict the reactants needed to synthesize the given product. The reactants are: Cl[CH:2]([C:15]1[CH:20]=[CH:19][CH:18]=[CH:17][CH:16]=1)[C:3]([C:5]1[C:13]2[C:8](=[CH:9][CH:10]=[CH:11][CH:12]=2)[N:7]([CH3:14])[CH:6]=1)=[O:4].C(N(CC)CC)C.[C:28]([O:31][CH2:32][C:33]1[CH:38]=[C:37]([O:39][CH3:40])[CH:36]=[C:35]([NH2:41])[CH:34]=1)(=[O:30])[CH3:29]. Given the product [C:28]([O:31][CH2:32][C:33]1[CH:34]=[C:35]([NH:41][CH:2]([C:15]2[CH:20]=[CH:19][CH:18]=[CH:17][CH:16]=2)[C:3]([C:5]2[C:13]3[C:8](=[CH:9][CH:10]=[CH:11][CH:12]=3)[N:7]([CH3:14])[CH:6]=2)=[O:4])[CH:36]=[C:37]([O:39][CH3:40])[CH:38]=1)(=[O:30])[CH3:29], predict the reactants needed to synthesize it.